This data is from Catalyst prediction with 721,799 reactions and 888 catalyst types from USPTO. The task is: Predict which catalyst facilitates the given reaction. (1) Reactant: [Si:1]([O:8][CH2:9][C:10]1[N:11](C)[C:12]2[C:17]([CH:18]=1)=[C:16]([CH:19]=[CH2:20])[C:15]([CH:21]=[O:22])=[CH:14][CH:13]=2)([C:4]([CH3:7])([CH3:6])[CH3:5])([CH3:3])[CH3:2].[CH2:24]([Mg]Br)[CH2:25][CH:26]=[CH2:27]. Product: [Si:1]([O:8][CH2:9][C:10]1[NH:11][C:12]2[C:17]([CH:18]=1)=[C:16]([CH:19]=[CH2:20])[C:15]([CH:21]([OH:22])[CH2:27][CH2:26][CH:25]=[CH2:24])=[CH:14][CH:13]=2)([C:4]([CH3:7])([CH3:5])[CH3:6])([CH3:3])[CH3:2]. The catalyst class is: 1. (2) Reactant: C[O:2][C:3](=[O:33])[CH2:4][CH2:5][C:6]1[CH:11]=[CH:10][C:9]([O:12][CH2:13][CH2:14][C@@H:15]([O:17][C:18]2[CH:23]=[CH:22][C:21]([Cl:24])=[CH:20][C:19]=2[C:25]2[CH:30]=[CH:29][CH:28]=[CH:27][C:26]=2[F:31])[CH3:16])=[CH:8][C:7]=1[CH3:32].[OH-].[Na+].Cl. Product: [Cl:24][C:21]1[CH:22]=[CH:23][C:18]([O:17][C@@H:15]([CH3:16])[CH2:14][CH2:13][O:12][C:9]2[CH:10]=[CH:11][C:6]([CH2:5][CH2:4][C:3]([OH:33])=[O:2])=[C:7]([CH3:32])[CH:8]=2)=[C:19]([C:25]2[CH:30]=[CH:29][CH:28]=[CH:27][C:26]=2[F:31])[CH:20]=1. The catalyst class is: 5. (3) Reactant: Br[CH2:2][CH2:3][CH2:4][CH2:5][CH2:6][CH2:7][CH2:8][CH2:9][C:10]1[CH:39]=[CH:38][C:13]([C:14]([NH:16][CH2:17][C:18]2[C:19]([NH:31][CH:32]3[CH2:37][CH2:36][O:35][CH2:34][CH2:33]3)=[C:20]3[CH:28]=[N:27][N:26]([CH2:29][CH3:30])[C:21]3=[N:22][C:23]=2[CH2:24][CH3:25])=[O:15])=[CH:12][CH:11]=1.[CH3:40][NH:41][CH2:42][CH2:43][OH:44].C(N(CC)C(C)C)(C)C. Product: [CH2:29]([N:26]1[C:21]2=[N:22][C:23]([CH2:24][CH3:25])=[C:18]([CH2:17][NH:16][C:14](=[O:15])[C:13]3[CH:38]=[CH:39][C:10]([CH2:9][CH2:8][CH2:7][CH2:6][CH2:5][CH2:4][CH2:3][CH2:2][N:41]([CH2:42][CH2:43][OH:44])[CH3:40])=[CH:11][CH:12]=3)[C:19]([NH:31][CH:32]3[CH2:37][CH2:36][O:35][CH2:34][CH2:33]3)=[C:20]2[CH:28]=[N:27]1)[CH3:30]. The catalyst class is: 9.